This data is from Reaction yield outcomes from USPTO patents with 853,638 reactions. The task is: Predict the reaction yield, written as a fraction of the theoretical maximum amount of product (1.0 means a 100% yield; for example, 0.34 means a 34% yield). (1) The reactants are [Br:1][C:2]1[CH:3]=[CH:4][C:5]([CH3:22])=[C:6]([N:8]2[CH2:13][CH2:12][N:11](C(OC(C)(C)C)=O)[CH2:10][C:9]2=[O:21])[CH:7]=1.FC(F)(F)C(O)=O. The catalyst is ClCCl. The product is [Br:1][C:2]1[CH:3]=[CH:4][C:5]([CH3:22])=[C:6]([N:8]2[CH2:13][CH2:12][NH:11][CH2:10][C:9]2=[O:21])[CH:7]=1. The yield is 0.713. (2) The reactants are [C:1]1([OH:7])[CH:6]=[CH:5][CH:4]=[CH:3][CH:2]=1.[Cl:8][C:9]1[N:14]=[C:13]([S:15][CH3:16])[N:12]2[CH:17]=[C:18]([CH2:20]Cl)[N:19]=[C:11]2[CH:10]=1.C([O-])([O-])=O.[K+].[K+]. The catalyst is C(#N)C. The product is [Cl:8][C:9]1[N:14]=[C:13]([S:15][CH3:16])[N:12]2[CH:17]=[C:18]([CH2:20][O:7][C:1]3[CH:6]=[CH:5][CH:4]=[CH:3][CH:2]=3)[N:19]=[C:11]2[CH:10]=1. The yield is 0.530. (3) The reactants are Cl[C:2]1[C:11]2[C:6](=[N:7][CH:8]=[C:9]([Cl:12])[CH:10]=2)[NH:5][C:4](=[O:13])[C:3]=1[C:14]#[N:15].[O:16]1[CH:20]=[CH:19][CH:18]=[C:17]1[C:21]([N:23]1[CH2:28][CH2:27][NH:26][CH2:25][CH2:24]1)=[O:22]. No catalyst specified. The product is [Cl:12][C:9]1[CH:10]=[C:11]2[C:6](=[N:7][CH:8]=1)[NH:5][C:4](=[O:13])[C:3]([C:14]#[N:15])=[C:2]2[N:26]1[CH2:27][CH2:28][N:23]([C:21]([C:17]2[O:16][CH:20]=[CH:19][CH:18]=2)=[O:22])[CH2:24][CH2:25]1. The yield is 0.710. (4) The reactants are [CH3:1][N:2]([CH3:11])[C@H:3]([C:8]([OH:10])=[O:9])[CH2:4][C:5]([OH:7])=[O:6].[S:12](=[O:16])(=[O:15])([OH:14])[OH:13]. The catalyst is O. The product is [S:12]([OH:16])([OH:15])(=[O:14])=[O:13].[CH3:11][N:2]([CH3:1])[C@H:3]([C:8]([OH:10])=[O:9])[CH2:4][C:5]([OH:7])=[O:6]. The yield is 0.953. (5) The reactants are [CH3:1][C:2]1[CH2:7][CH2:6][CH2:5][C:4]([CH3:9])([CH3:8])[C:3]=1/[CH:10]=[CH:11]/[C:12](/[CH3:22])=[CH:13]/[CH:14]=[CH:15]/[C:16](/[CH3:21])=[CH:17]/[C:18]([OH:20])=O.[NH2:23][C:24]1[CH:29]=[CH:28][N:27]=[CH:26][CH:25]=1.C1CCC(N=C=NC2CCCCC2)CC1. No catalyst specified. The product is [CH3:21]/[C:16](/[CH:15]=[CH:14]/[CH:13]=[C:12](\[CH3:22])/[CH:11]=[CH:10]/[C:3]1[C:4]([CH3:8])([CH3:9])[CH2:5][CH2:6][CH2:7][C:2]=1[CH3:1])=[CH:17]/[C:18]([NH:23][C:24]1[CH:29]=[CH:28][N:27]=[CH:26][CH:25]=1)=[O:20]. The yield is 0.850. (6) The reactants are [ClH:1].Cl.CN[C@@H]1CCN(C2C=C(NC34CC5CC(CC(C5)C3)C4)N=NC=2)C1.C[N:28]([C@@H:36]1[CH2:40][CH2:39][N:38]([C:41]2[CH:46]=[C:45](NC34CC5CC(CC(C5)C3)C4)[N:44]=[N:43][CH:42]=2)[CH2:37]1)[C:29](=[O:35])[O:30][C:31]([CH3:34])([CH3:33])[CH3:32].Cl.CCOCC. The catalyst is CO. The product is [Cl:1][C:45]1[N:44]=[N:43][CH:42]=[C:41]([N:38]2[CH2:39][CH2:40][C@@H:36]([NH:28][C:29](=[O:35])[O:30][C:31]([CH3:34])([CH3:33])[CH3:32])[CH2:37]2)[CH:46]=1. The yield is 0.600.